This data is from Peptide-MHC class II binding affinity with 134,281 pairs from IEDB. The task is: Regression. Given a peptide amino acid sequence and an MHC pseudo amino acid sequence, predict their binding affinity value. This is MHC class II binding data. (1) The peptide sequence is VDGMAWFTPVGLAVD. The MHC is HLA-DPA10301-DPB10402 with pseudo-sequence HLA-DPA10301-DPB10402. The binding affinity (normalized) is 0.235. (2) The peptide sequence is QAAVVRFQEAANKQK. The MHC is DRB1_0802 with pseudo-sequence DRB1_0802. The binding affinity (normalized) is 0.306. (3) The peptide sequence is VLERYLLEAKEAENI. The MHC is DRB1_0901 with pseudo-sequence DRB1_0901. The binding affinity (normalized) is 0.190.